From a dataset of Peptide-MHC class I binding affinity with 185,985 pairs from IEDB/IMGT. Regression. Given a peptide amino acid sequence and an MHC pseudo amino acid sequence, predict their binding affinity value. This is MHC class I binding data. (1) The peptide sequence is QTVEDEARRM. The MHC is HLA-B45:01 with pseudo-sequence HLA-B45:01. The binding affinity (normalized) is 0. (2) The binding affinity (normalized) is 0.0847. The peptide sequence is WRWKSQVTI. The MHC is HLA-B07:02 with pseudo-sequence HLA-B07:02. (3) The peptide sequence is WILRGTSFVY. The binding affinity (normalized) is 0.182. The MHC is Patr-A0401 with pseudo-sequence Patr-A0401.